Dataset: Full USPTO retrosynthesis dataset with 1.9M reactions from patents (1976-2016). Task: Predict the reactants needed to synthesize the given product. (1) Given the product [CH:26]1([N:5]2[CH:6]=[N:7][C:8]3[C:4]2=[N:3][CH:2]=[N:1][C:9]=3[NH2:10])[CH2:27][CH2:28][CH:29]=[CH:24]1, predict the reactants needed to synthesize it. The reactants are: [N:1]1[C:9]([NH2:10])=[C:8]2[C:4]([N:5]=[CH:6][NH:7]2)=[N:3][CH:2]=1.[CH:28]1[CH:29]=[CH:24]C(P([C:24]2[CH:29]=[CH:28][CH:27]=[CH:26]C=2)[C:28]2[CH:29]=[CH:24]C=[CH:26][CH:27]=2)=[CH:26][CH:27]=1.N(C(OC(C)C)=O)=NC(OC(C)C)=O. (2) Given the product [Cl:13][C:14]1[CH:19]=[C:18]([C:11]#[C:10][C:7]2[N:6]=[C:5]([CH3:12])[N:4]([CH:1]3[CH2:3][CH2:2]3)[C:8]=2[CH3:9])[CH:17]=[CH:16][N:15]=1, predict the reactants needed to synthesize it. The reactants are: [CH:1]1([N:4]2[C:8]([CH3:9])=[C:7]([C:10]#[CH:11])[N:6]=[C:5]2[CH3:12])[CH2:3][CH2:2]1.[Cl:13][C:14]1[CH:19]=[C:18](I)[CH:17]=[CH:16][N:15]=1. (3) Given the product [CH3:31][N:32]1[CH2:37][CH2:36][N:35]([C@@H:27]2[CH2:26][CH2:25][C@H:24]([N:8]3[C:4]4=[N:5][CH:6]=[N:7][C:2]([NH2:1])=[C:3]4[C:10]([C:11]4[CH:12]=[N:13][C:14]([O:17][C:18]5[CH:19]=[CH:20][CH:21]=[CH:22][CH:23]=5)=[CH:15][CH:16]=4)=[N:9]3)[CH2:29][CH2:28]2)[CH2:34][CH2:33]1, predict the reactants needed to synthesize it. The reactants are: [NH2:1][C:2]1[N:7]=[CH:6][N:5]=[C:4]2[N:8]([CH:24]3[CH2:29][CH2:28][C:27](=O)[CH2:26][CH2:25]3)[N:9]=[C:10]([C:11]3[CH:12]=[N:13][C:14]([O:17][C:18]4[CH:23]=[CH:22][CH:21]=[CH:20][CH:19]=4)=[CH:15][CH:16]=3)[C:3]=12.[CH3:31][N:32]1[CH2:37][CH2:36][NH:35][CH2:34][CH2:33]1.C(O)(=O)C.C(O[BH-](OC(=O)C)OC(=O)C)(=O)C.[Na+]. (4) Given the product [Cl:13][C:6]1[NH:5][C:4](=[O:1])[C:9]2[NH:10][CH:11]=[N:12][C:8]=2[CH:7]=1, predict the reactants needed to synthesize it. The reactants are: [OH-:1].[Na+].Cl[C:4]1[NH:5][C:6]([Cl:13])=[CH:7][C:8]2[C:9]=1[NH:10][CH2:11][N:12]=2. (5) Given the product [F:21][C:18]([F:19])([F:20])[C:15]1[N:14]=[C:13]2[O:22][CH2:23][CH:10]([CH2:9][OH:8])[O:11][C:12]2=[CH:17][CH:16]=1, predict the reactants needed to synthesize it. The reactants are: C([O:8][CH2:9][CH:10]1[CH2:23][O:22][C:13]2=[N:14][C:15]([C:18]([F:21])([F:20])[F:19])=[CH:16][CH:17]=[C:12]2[O:11]1)C1C=CC=CC=1. (6) Given the product [Cl:1][C:2]1[S:6][C:5]([O:7][CH2:8][C:9]([OH:11])=[O:10])=[CH:4][CH:3]=1, predict the reactants needed to synthesize it. The reactants are: [Cl:1][C:2]1[S:6][C:5]([O:7][CH2:8][C:9]([O:11]CC)=[O:10])=[CH:4][CH:3]=1.CO.C1COCC1.[Li+].[OH-].